This data is from Full USPTO retrosynthesis dataset with 1.9M reactions from patents (1976-2016). The task is: Predict the reactants needed to synthesize the given product. (1) Given the product [CH3:30][N:29]([CH3:31])[C:27]([C:26]1[CH:32]=[CH:33][C:23]([NH:22][C:4]2[N:9]=[CH:8][N:7]=[C:6]([N:10]3[CH2:15][CH2:14][CH:13]([C:16]([O:18][CH2:19][CH3:20])=[O:17])[CH2:12][CH2:11]3)[C:5]=2[F:21])=[C:24]([F:34])[CH:25]=1)=[O:28], predict the reactants needed to synthesize it. The reactants are: N#N.Cl[C:4]1[N:9]=[CH:8][N:7]=[C:6]([N:10]2[CH2:15][CH2:14][CH:13]([C:16]([O:18][CH2:19][CH3:20])=[O:17])[CH2:12][CH2:11]2)[C:5]=1[F:21].[NH2:22][C:23]1[CH:33]=[CH:32][C:26]([C:27]([N:29]([CH3:31])[CH3:30])=[O:28])=[CH:25][C:24]=1[F:34].C(=O)([O-])[O-].[Cs+].[Cs+].C. (2) Given the product [CH3:25][C:24]1([CH3:26])[O:21][C@@H:17]([C@@H:13]([CH2:12][CH2:11][CH2:10][C:7]2[CH:6]=[CH:5][C:4]([O:3][CH2:1][CH3:2])=[CH:9][CH:8]=2)[C:14]([OH:16])=[O:15])[C:18](=[O:20])[O:19]1, predict the reactants needed to synthesize it. The reactants are: [CH2:1]([O:3][C:4]1[CH:9]=[CH:8][C:7]([CH2:10][CH2:11][CH2:12][C@H:13]([C@H:17]([OH:21])[C:18]([OH:20])=[O:19])[C:14]([OH:16])=[O:15])=[CH:6][CH:5]=1)[CH3:2].CO[C:24](OC)([CH3:26])[CH3:25]. (3) Given the product [CH2:23]([O:25][C:26]([C:28]1([C:31]2[CH:36]=[CH:35][C:34]([C:2]3[CH:7]=[CH:6][C:5]([C:8]4[O:12][N:11]=[C:10]([CH3:13])[C:9]=4[NH:14][CH:15]([CH3:22])[CH2:16][CH2:17][CH:18]=[C:19]([CH3:21])[CH3:20])=[CH:4][CH:3]=3)=[CH:33][CH:32]=2)[CH2:29][CH2:30]1)=[O:27])[CH3:24], predict the reactants needed to synthesize it. The reactants are: Br[C:2]1[CH:7]=[CH:6][C:5]([C:8]2[O:12][N:11]=[C:10]([CH3:13])[C:9]=2[NH:14][CH:15]([CH3:22])[CH2:16][CH2:17][CH:18]=[C:19]([CH3:21])[CH3:20])=[CH:4][CH:3]=1.[CH2:23]([O:25][C:26]([C:28]1([C:31]2[CH:36]=[CH:35][C:34](B3OC(C)(C)C(C)(C)O3)=[CH:33][CH:32]=2)[CH2:30][CH2:29]1)=[O:27])[CH3:24]. (4) Given the product [CH3:22][C:18]1[CH:19]=[CH:20][CH:21]=[C:16]([C:2]#[C:1][C:3]2[C:4]([C:9]3[CH:14]=[CH:13][CH:12]=[CH:11][CH:10]=3)=[N:5][O:6][C:7]=2[CH3:8])[N:17]=1, predict the reactants needed to synthesize it. The reactants are: [C:1]([C:3]1[C:4]([C:9]2[CH:14]=[CH:13][CH:12]=[CH:11][CH:10]=2)=[N:5][O:6][C:7]=1[CH3:8])#[CH:2].Br[C:16]1[CH:21]=[CH:20][CH:19]=[C:18]([CH3:22])[N:17]=1. (5) Given the product [F:14][C:3]1[C:2]([CH2:17][CH:16]=[CH2:15])=[C:11]2[C:6]([CH:7]=[CH:8][C:9](=[O:13])[N:10]2[CH3:12])=[CH:5][CH:4]=1, predict the reactants needed to synthesize it. The reactants are: Br[C:2]1[C:3]([F:14])=[CH:4][CH:5]=[C:6]2[C:11]=1[N:10]([CH3:12])[C:9](=[O:13])[CH:8]=[CH:7]2.[CH2:15]([Sn](CCCC)(CCCC)CCCC)[CH:16]=[CH2:17].[F-].[Cs+]. (6) Given the product [Cl:26][C:27]1[CH:32]=[C:31]([C:33]([F:35])([F:34])[F:36])[CH:30]=[CH:29][C:28]=1[S:37]([NH:1][C:2]1[CH:7]=[CH:6][C:5]([S:25][C:22]2[CH:21]=[CH:20][C:19]([S:16]([N:10]3[CH2:11][CH2:12][O:13][CH2:14][CH2:15]3)(=[O:18])=[O:17])=[CH:24][CH:23]=2)=[C:4]([CH3:9])[N:3]=1)(=[O:39])=[O:38], predict the reactants needed to synthesize it. The reactants are: [NH2:1][C:2]1[CH:7]=[CH:6][C:5](Br)=[C:4]([CH3:9])[N:3]=1.[N:10]1([S:16]([C:19]2[CH:24]=[CH:23][C:22]([SH:25])=[CH:21][CH:20]=2)(=[O:18])=[O:17])[CH2:15][CH2:14][O:13][CH2:12][CH2:11]1.[Cl:26][C:27]1[CH:32]=[C:31]([C:33]([F:36])([F:35])[F:34])[CH:30]=[CH:29][C:28]=1[S:37](Cl)(=[O:39])=[O:38]. (7) Given the product [F:12][C:13]1[CH:14]=[C:15]([C:19]2[CH:27]=[CH:26][CH:25]=[C:24]3[C:20]=2/[C:21](=[CH:10]/[C:2]2[NH:1][C:9]4[CH2:8][CH2:7][CH2:6][CH:5]([CH2:3][CH2:2][N:1]5[CH2:30][CH2:29][CH2:4][CH2:9]5)[C:4]=4[CH:3]=2)/[C:22](=[O:28])[NH:23]3)[CH:16]=[CH:17][CH:18]=1, predict the reactants needed to synthesize it. The reactants are: [NH:1]1[C:9]2[CH2:8][CH2:7][CH2:6][CH2:5][C:4]=2[CH:3]=[C:2]1[CH:10]=O.[F:12][C:13]1[CH:14]=[C:15]([C:19]2[CH:27]=[CH:26][CH:25]=[C:24]3[C:20]=2[CH2:21][C:22](=[O:28])[NH:23]3)[CH:16]=[CH:17][CH:18]=1.[CH2:29](O)[CH3:30]. (8) Given the product [F:11][C:10]([F:13])([F:12])[CH2:9][O:8][C:5]1[CH:6]=[CH:7][C:2]([N:17]2[CH2:16][CH2:15][N:14]([C:20]([O:22][C:23]([CH3:26])([CH3:25])[CH3:24])=[O:21])[CH2:19][CH2:18]2)=[CH:3][CH:4]=1, predict the reactants needed to synthesize it. The reactants are: Br[C:2]1[CH:7]=[CH:6][C:5]([O:8][CH2:9][C:10]([F:13])([F:12])[F:11])=[CH:4][CH:3]=1.[N:14]1([C:20]([O:22][C:23]([CH3:26])([CH3:25])[CH3:24])=[O:21])[CH2:19][CH2:18][NH:17][CH2:16][CH2:15]1.CC(C)([O-])C.[Na+].